This data is from Full USPTO retrosynthesis dataset with 1.9M reactions from patents (1976-2016). The task is: Predict the reactants needed to synthesize the given product. (1) Given the product [Cl:1][C:2]1[N:3]=[C:4]([S:11][CH3:12])[N:5]=[C:6]([NH:9][NH:10][C:20](=[O:21])[C@H:19]([CH2:18][CH:13]2[CH2:14][CH2:15][CH2:16][CH2:17]2)[CH2:23][N:24]([O:25][CH:26]2[CH2:31][CH2:30][CH2:29][CH2:28][O:27]2)[CH:32]=[O:33])[C:7]=1[F:8], predict the reactants needed to synthesize it. The reactants are: [Cl:1][C:2]1[C:7]([F:8])=[C:6]([NH:9][NH2:10])[N:5]=[C:4]([S:11][CH3:12])[N:3]=1.[CH:13]1([CH2:18][C@H:19]([CH2:23][N:24]([CH:32]=[O:33])[O:25][CH:26]2[CH2:31][CH2:30][CH2:29][CH2:28][O:27]2)[C:20](O)=[O:21])[CH2:17][CH2:16][CH2:15][CH2:14]1.C1C=NC2N(O)N=NC=2C=1.CCN=C=NCCCN(C)C.Cl.CN1CCOCC1. (2) Given the product [Cl:33][C:34]1[CH:35]=[C:36]([CH:40]=[CH:41][C:42]=1[Cl:43])[C:37]([NH:17][C:14]1[CH:15]=[CH:16][C:11]([O:10][C:9]2[CH:8]=[CH:7][C:6]([CH2:20][CH2:21][C:22]([O:24][CH2:25][CH3:26])=[O:23])=[CH:5][C:4]=2[O:3][CH2:1][CH3:2])=[N:12][CH:13]=1)=[O:38], predict the reactants needed to synthesize it. The reactants are: [CH2:1]([O:3][C:4]1[CH:5]=[C:6]([CH2:20][CH2:21][C:22]([O:24][CH2:25][CH3:26])=[O:23])[CH:7]=[CH:8][C:9]=1[O:10][C:11]1[CH:16]=[CH:15][C:14]([N+:17]([O-])=O)=[CH:13][N:12]=1)[CH3:2].N1C=CC=CC=1.[Cl:33][C:34]1[CH:35]=[C:36]([CH:40]=[CH:41][C:42]=1[Cl:43])[C:37](Cl)=[O:38].Cl. (3) Given the product [CH3:1][O:2][C:3]1[N:4]=[C:5]2[C:10](=[CH:11][CH:12]=1)[N:9]=[CH:8][CH:7]=[C:25]2[CH:24]([OH:28])[CH2:26][OH:16], predict the reactants needed to synthesize it. The reactants are: [CH3:1][O:2][C:3]1[CH:12]=[CH:11][C:10]2[C:5](=C(C=C)[CH:7]=[CH:8][N:9]=2)[N:4]=1.S(S([O-])=O)([O-])(=O)=[O:16].[Na+].[Na+].[C:24]([OH:28])(C)([CH3:26])[CH3:25]. (4) Given the product [ClH:24].[N:1]12[CH2:8][CH2:7][CH:4]([CH2:5][CH2:6]1)[C@@H:3]([N:9]1[CH2:22][CH2:21][CH2:20][N:18]3[C:19]4[C:15]([CH:16]=[CH:17]3)=[CH:14][CH:13]=[CH:12][C:11]=4[C:10]1=[O:23])[CH2:2]2, predict the reactants needed to synthesize it. The reactants are: [N:1]12[CH2:8][CH2:7][CH:4]([CH2:5][CH2:6]1)[C@@H:3]([N:9]1[CH2:22][CH2:21][CH2:20][N:18]3[C:19]4[C:15]([CH:16]=[CH:17]3)=[CH:14][CH:13]=[CH:12][C:11]=4[C:10]1=[O:23])[CH2:2]2.[ClH:24].